Dataset: hERG channel blocking data for cardiac toxicity assessment. Task: Regression/Classification. Given a drug SMILES string, predict its toxicity properties. Task type varies by dataset: regression for continuous values (e.g., LD50, hERG inhibition percentage) or binary classification for toxic/non-toxic outcomes (e.g., AMES mutagenicity, cardiotoxicity, hepatotoxicity). Dataset: herg. The drug is COCc1ccc(-n2cc(C3CC[NH+](CCN4CCNC4=O)CC3)c3cc(Cl)ccc32)cc1. The result is 1 (blocker).